This data is from Forward reaction prediction with 1.9M reactions from USPTO patents (1976-2016). The task is: Predict the product of the given reaction. (1) Given the reactants Cl[CH2:2][C:3]1[CH:8]=[CH:7][C:6]([F:9])=[CH:5][C:4]=1[F:10].[B:11]1([B:11]2[O:15][C:14]([CH3:17])([CH3:16])[C:13]([CH3:19])([CH3:18])[O:12]2)[O:15][C:14]([CH3:17])([CH3:16])[C:13]([CH3:19])([CH3:18])[O:12]1.C([O-])(=O)C.[K+], predict the reaction product. The product is: [F:10][C:4]1[CH:5]=[C:6]([F:9])[CH:7]=[CH:8][C:3]=1[CH2:2][B:11]1[O:15][C:14]([CH3:17])([CH3:16])[C:13]([CH3:19])([CH3:18])[O:12]1. (2) The product is: [CH3:23][CH:22]([CH3:24])[CH2:21][CH:16]([S:12][C:9]1[NH:8][C:7]([C:1]2[CH:2]=[CH:3][CH:4]=[CH:5][CH:6]=2)=[N:11][N:10]=1)[C:17]([O:19][CH3:20])=[O:18]. Given the reactants [C:1]1([C:7]2[NH:8][C:9]([SH:12])=[N:10][N:11]=2)[CH:6]=[CH:5][CH:4]=[CH:3][CH:2]=1.[H-].[Na+].Br[CH:16]([CH2:21][CH:22]([CH3:24])[CH3:23])[C:17]([O:19][CH3:20])=[O:18], predict the reaction product.